This data is from Full USPTO retrosynthesis dataset with 1.9M reactions from patents (1976-2016). The task is: Predict the reactants needed to synthesize the given product. (1) Given the product [CH3:19][N:1]1[CH2:6][CH2:5][CH:4]([C:7]2[CH:15]=[CH:14][C:10]([C:11]([OH:13])=[O:12])=[CH:9][CH:8]=2)[CH2:3][CH2:2]1, predict the reactants needed to synthesize it. The reactants are: [NH:1]1[CH2:6][CH2:5][CH:4]([C:7]2[CH:15]=[CH:14][C:10]([C:11]([OH:13])=[O:12])=[CH:9][CH:8]=2)[CH2:3][CH2:2]1.C=O.[BH3-][C:19]#N.[Na+].Cl. (2) The reactants are: [CH3:1][N:2]1[C:6]2[CH:7]=[CH:8][C:9]([N:11]3[CH:16]=[C:15]([C:17]([O:19][CH2:20][CH3:21])=[O:18])[C:14](=[O:22])[NH:13][C:12]3=[O:23])=[CH:10][C:5]=2[N:4]([CH3:24])[C:3]1=[O:25].[Cl:26][C:27]1[CH:35]=[C:34]2[C:30]([CH2:31][CH2:32][CH:33]2O)=[C:29]([C:37]([F:40])([F:39])[F:38])[CH:28]=1. Given the product [Cl:26][C:27]1[CH:35]=[C:34]2[C:30]([CH2:31][CH2:32][CH:33]2[N:13]2[C:14](=[O:22])[C:15]([C:17]([O:19][CH2:20][CH3:21])=[O:18])=[CH:16][N:11]([C:9]3[CH:8]=[CH:7][C:6]4[N:2]([CH3:1])[C:3](=[O:25])[N:4]([CH3:24])[C:5]=4[CH:10]=3)[C:12]2=[O:23])=[C:29]([C:37]([F:38])([F:39])[F:40])[CH:28]=1, predict the reactants needed to synthesize it. (3) Given the product [CH3:36][O:35][C:33](=[O:34])[CH:32]([O:24][C:20]1[CH:19]=[C:18]2[C:23](=[CH:22][CH:21]=1)[N:15]([CH2:14][CH2:13][C:3]1[N:4]=[C:5]([C:7]3[CH:12]=[CH:11][CH:10]=[CH:9][CH:8]=3)[O:6][C:2]=1[CH3:1])[CH:16]=[CH:17]2)[C:37]1[CH:38]=[CH:39][CH:40]=[CH:41][CH:42]=1, predict the reactants needed to synthesize it. The reactants are: [CH3:1][C:2]1[O:6][C:5]([C:7]2[CH:12]=[CH:11][CH:10]=[CH:9][CH:8]=2)=[N:4][C:3]=1[CH2:13][CH2:14][N:15]1[C:23]2[C:18](=[CH:19][C:20]([OH:24])=[CH:21][CH:22]=2)[CH:17]=[CH:16]1.C(=O)([O-])[O-].[Cs+].[Cs+].Br[CH:32]([C:37]1[CH:42]=[CH:41][CH:40]=[CH:39][CH:38]=1)[C:33]([O:35][CH3:36])=[O:34].Cl. (4) Given the product [NH2:29][CH2:28][C:27]1[CH:26]=[C:25]([CH2:24][C@@H:23]([NH:22][C:18]2[N:17]=[C:16]([N:15]([C:5]3[N:4]=[C:3]([O:2][CH3:1])[N:8]=[C:7]([C:9]4[CH:14]=[CH:13][CH:12]=[CH:11][CH:10]=4)[N:6]=3)[CH3:34])[CH:21]=[CH:20][N:19]=2)[CH3:33])[CH:32]=[CH:31][CH:30]=1, predict the reactants needed to synthesize it. The reactants are: [CH3:1][O:2][C:3]1[N:8]=[C:7]([C:9]2[CH:14]=[CH:13][CH:12]=[CH:11][CH:10]=2)[N:6]=[C:5]([N:15]([CH3:34])[C:16]2[CH:21]=[CH:20][N:19]=[C:18]([NH:22][C@@H:23]([CH3:33])[CH2:24][C:25]3[CH:26]=[C:27]([CH:30]=[CH:31][CH:32]=3)[C:28]#[N:29])[N:17]=2)[N:4]=1.N. (5) Given the product [NH:24]([C:2]1[N:3]=[C:4]2[CH:18]=[C:17]([C:19]([F:22])([F:21])[F:20])[CH:16]=[N:15][C:5]2=[N:6][C:7]=1[N:8]1[CH2:13][CH2:12][N:11]([CH3:14])[CH2:10][CH2:9]1)[NH2:25], predict the reactants needed to synthesize it. The reactants are: Cl[C:2]1[N:3]=[C:4]2[CH:18]=[C:17]([C:19]([F:22])([F:21])[F:20])[CH:16]=[N:15][C:5]2=[N:6][C:7]=1[N:8]1[CH2:13][CH2:12][N:11]([CH3:14])[CH2:10][CH2:9]1.O.[NH2:24][NH2:25]. (6) Given the product [Cl:5][CH2:13][C:9]1[CH:10]=[CH:11][CH:12]=[C:7]([F:6])[C:8]=1[O:15][CH3:16], predict the reactants needed to synthesize it. The reactants are: S([Cl:5])(C)(=O)=O.[F:6][C:7]1[C:8]([O:15][CH3:16])=[C:9]([CH2:13]O)[CH:10]=[CH:11][CH:12]=1. (7) Given the product [Br:1][C:2]1[CH:3]=[C:4]2[C:8](=[CH:9][C:10]=1[F:11])[N:7]([CH:17]1[CH2:22][CH2:21][N:20]([C:23]([O:25][C:26]([CH3:29])([CH3:28])[CH3:27])=[O:24])[CH2:19][CH2:18]1)[CH:6]=[CH:5]2, predict the reactants needed to synthesize it. The reactants are: [Br:1][C:2]1[CH:3]=[C:4]2[C:8](=[CH:9][C:10]=1[F:11])[NH:7][CH:6]=[CH:5]2.CS(O[CH:17]1[CH2:22][CH2:21][N:20]([C:23]([O:25][C:26]([CH3:29])([CH3:28])[CH3:27])=[O:24])[CH2:19][CH2:18]1)(=O)=O.